From a dataset of NCI-60 drug combinations with 297,098 pairs across 59 cell lines. Regression. Given two drug SMILES strings and cell line genomic features, predict the synergy score measuring deviation from expected non-interaction effect. Drug 1: C1CN1C2=NC(=NC(=N2)N3CC3)N4CC4. Drug 2: C1CC(=O)NC(=O)C1N2C(=O)C3=CC=CC=C3C2=O. Cell line: OVCAR3. Synergy scores: CSS=16.9, Synergy_ZIP=-1.43, Synergy_Bliss=1.88, Synergy_Loewe=-17.2, Synergy_HSA=-2.39.